This data is from Forward reaction prediction with 1.9M reactions from USPTO patents (1976-2016). The task is: Predict the product of the given reaction. (1) The product is: [NH2:8][C:9]1[N:10]=[C:11]([C:26]2[CH:27]=[CH:28][CH:29]=[CH:30][CH:31]=2)[C:12]([C:16]2[CH:17]=[CH:18][C:19](=[O:25])[N:20]([CH:22]([CH3:24])[CH3:23])[CH:21]=2)=[N:13][C:14]=1[N:1]1[CH:5]=[CH:4][CH:3]=[N:2]1. Given the reactants [NH:1]1[CH:5]=[CH:4][CH:3]=[N:2]1.[H-].[Na+].[NH2:8][C:9]1[N:10]=[C:11]([C:26]2[CH:31]=[CH:30][CH:29]=[CH:28][CH:27]=2)[C:12]([C:16]2[CH:17]=[CH:18][C:19](=[O:25])[N:20]([CH:22]([CH3:24])[CH3:23])[CH:21]=2)=[N:13][C:14]=1Br.CCOC(C)=O, predict the reaction product. (2) The product is: [Cl:3][C:19]1[N:18]2[C:21]3[CH:27]=[CH:26][CH:25]=[CH:24][C:22]=3[N:23]=[C:17]2[C:16]([C:28]#[N:29])=[C:15]([CH3:30])[C:14]=1[C:9]1[CH:8]=[C:7]([F:6])[CH:12]=[C:11]([F:13])[CH:10]=1. Given the reactants P(Cl)(Cl)([Cl:3])=O.[F:6][C:7]1[CH:8]=[C:9]([CH:14]2[C:19](=O)[N:18]3[C:21]4[CH:27]=[CH:26][CH:25]=[CH:24][C:22]=4[N:23]=[C:17]3[C:16]([C:28]#[N:29])=[C:15]2[CH3:30])[CH:10]=[C:11]([F:13])[CH:12]=1, predict the reaction product. (3) Given the reactants [Br:1][C:2]1[CH:7]=[CH:6][C:5]([CH:8]([C:13]2[CH:18]=[CH:17][C:16]([Cl:19])=[CH:15][CH:14]=2)[CH2:9][C:10](O)=[O:11])=[CH:4][CH:3]=1.C(N1C=CN=C1)([N:22]1C=CN=C1)=O.N, predict the reaction product. The product is: [Br:1][C:2]1[CH:7]=[CH:6][C:5]([CH:8]([C:13]2[CH:18]=[CH:17][C:16]([Cl:19])=[CH:15][CH:14]=2)[CH2:9][C:10]([NH2:22])=[O:11])=[CH:4][CH:3]=1. (4) The product is: [C:14]([CH2:16][C:17]1[NH:13][C:12]2[CH:11]=[CH:10][CH:9]=[C:3]([C:4]([O:6][CH2:7][CH3:8])=[O:5])[C:2]=2[N:1]=1)#[N:15]. Given the reactants [NH2:1][C:2]1[C:12]([NH2:13])=[CH:11][CH:10]=[CH:9][C:3]=1[C:4]([O:6][CH2:7][CH3:8])=[O:5].[C:14]([CH2:16][C:17](O)=O)#[N:15].Cl.C(N=C=NCCCN(C)C)C.ON1C2C=CC=CC=2N=N1.C(=O)(O)[O-].[Na+], predict the reaction product. (5) Given the reactants [OH:1][CH:2]1[CH:7]([C:8]2[CH:13]=[CH:12][C:11]([OH:14])=[CH:10][CH:9]=2)[CH2:6][CH2:5][N:4]([C:15]([O:17][C:18]([CH3:21])([CH3:20])[CH3:19])=[O:16])[CH2:3]1.Br[CH2:23][CH2:24][CH2:25][O:26][C:27]1[C:32]([F:33])=[CH:31][CH:30]=[CH:29][C:28]=1[F:34], predict the reaction product. The product is: [F:33][C:32]1[CH:31]=[CH:30][CH:29]=[C:28]([F:34])[C:27]=1[O:26][CH2:25][CH2:24][CH2:23][O:14][C:11]1[CH:10]=[CH:9][C:8]([CH:7]2[CH2:6][CH2:5][N:4]([C:15]([O:17][C:18]([CH3:21])([CH3:20])[CH3:19])=[O:16])[CH2:3][CH:2]2[OH:1])=[CH:13][CH:12]=1. (6) Given the reactants C([Cu])#N.[C:4]([Mg]Cl)([CH3:7])([CH3:6])[CH3:5].Br[C:11]1[CH:12]=[CH:13][C:14]([NH:17][C:18](=[O:24])[O:19][C:20]([CH3:23])([CH3:22])[CH3:21])=[N:15][CH:16]=1, predict the reaction product. The product is: [C:4]([C:11]1[CH:12]=[CH:13][C:14]([NH:17][C:18](=[O:24])[O:19][C:20]([CH3:23])([CH3:22])[CH3:21])=[N:15][CH:16]=1)([CH3:7])([CH3:6])[CH3:5]. (7) Given the reactants [Cl:1][C:2]1[CH:30]=[CH:29][C:5]([CH2:6][C:7]2[N:8]=[C:9]([C:17]3[C:18]([CH3:28])=[N:19][N:20]4[CH:25]=[CH:24][C:23]([CH2:26][NH2:27])=[CH:22][C:21]=34)[S:10][C:11]=2[C:12]2[NH:16][CH:15]=[N:14][N:13]=2)=[CH:4][CH:3]=1.Cl.[N:32]1([C:37](N)=[NH:38])C=CC=N1.C(N(CC)C(C)C)(C)C, predict the reaction product. The product is: [Cl:1][C:2]1[CH:3]=[CH:4][C:5]([CH2:6][C:7]2[N:8]=[C:9]([C:17]3[C:18]([CH3:28])=[N:19][N:20]4[CH:25]=[CH:24][C:23]([CH2:26][NH:27][C:37]([NH2:38])=[NH:32])=[CH:22][C:21]=34)[S:10][C:11]=2[C:12]2[NH:16][CH:15]=[N:14][N:13]=2)=[CH:29][CH:30]=1. (8) Given the reactants [C:1]([C:5]1[CH:6]=[C:7]([C:14](=[O:16])[CH3:15])[CH:8]=[C:9]([OH:13])[C:10]=1[O:11][CH3:12])([CH3:4])([CH3:3])[CH3:2].Br[CH2:18][CH2:19][CH2:20][O:21][CH:22]1[CH2:27][CH2:26][CH2:25][CH2:24][O:23]1.[H-].[Na+].CC(=O)OCC, predict the reaction product. The product is: [C:1]([C:5]1[CH:6]=[C:7]([C:14](=[O:16])[CH3:15])[CH:8]=[C:9]([O:13][CH2:18][CH2:19][CH2:20][O:21][CH:22]2[CH2:27][CH2:26][CH2:25][CH2:24][O:23]2)[C:10]=1[O:11][CH3:12])([CH3:4])([CH3:2])[CH3:3]. (9) Given the reactants C[C@@H](N)C1C=CC=CC=1.[O:10]1[C:15]2[CH:16]=[CH:17][CH:18]=[CH:19][C:14]=2[CH2:13][CH2:12][CH:11]1[C:20]([OH:22])=[O:21], predict the reaction product. The product is: [O:10]1[C:15]2[CH:16]=[CH:17][CH:18]=[CH:19][C:14]=2[CH2:13][CH2:12][C@@H:11]1[C:20]([OH:22])=[O:21]. (10) Given the reactants C([O-])(=O)C.[NH4+:5].[Br:6][C:7]1[CH:37]=[CH:36][C:10]([CH2:11][CH:12]([NH:25][C:26](=[O:35])[O:27][CH2:28][C:29]2[CH:34]=[CH:33][CH:32]=[CH:31][CH:30]=2)[C:13]([NH:15][CH2:16][C:17](=O)[CH2:18][C:19]([CH3:23])([CH3:22])[CH2:20][CH3:21])=O)=[CH:9][CH:8]=1, predict the reaction product. The product is: [Br:6][C:7]1[CH:37]=[CH:36][C:10]([CH2:11][CH:12]([NH:25][C:26](=[O:35])[O:27][CH2:28][C:29]2[CH:34]=[CH:33][CH:32]=[CH:31][CH:30]=2)[C:13]2[NH:15][CH:16]=[C:17]([CH2:18][C:19]([CH3:23])([CH3:22])[CH2:20][CH3:21])[N:5]=2)=[CH:9][CH:8]=1.